This data is from Reaction yield outcomes from USPTO patents with 853,638 reactions. The task is: Predict the reaction yield, written as a fraction of the theoretical maximum amount of product (1.0 means a 100% yield; for example, 0.34 means a 34% yield). (1) The reactants are Br.[Cl:2][C:3]1[CH:4]=[CH:5][C:6]2[N:7]([CH:9]=[C:10]([C:12]3[C:13](=[O:23])[O:14][C:15]4[C:20]([CH:21]=3)=[CH:19][CH:18]=[C:17](F)[CH:16]=4)[N:11]=2)[N:8]=1.[CH3:24][N:25]1[CH2:30][CH2:29][NH:28][CH2:27][CH2:26]1. The catalyst is CS(C)=O.O. The product is [Cl:2][C:3]1[CH:4]=[CH:5][C:6]2[N:7]([CH:9]=[C:10]([C:12]3[C:13](=[O:23])[O:14][C:15]4[C:20]([CH:21]=3)=[CH:19][CH:18]=[C:17]([N:28]3[CH2:29][CH2:30][N:25]([CH3:24])[CH2:26][CH2:27]3)[CH:16]=4)[N:11]=2)[N:8]=1. The yield is 0.500. (2) The reactants are [Cl:1][C:2]1[CH:10]=[CH:9][C:8](F)=[CH:7][C:3]=1[C:4]([NH2:6])=[O:5].[NH:12]1[CH2:17][CH2:16][O:15][CH2:14][CH2:13]1. The catalyst is CN1C(=O)CCC1.O. The product is [Cl:1][C:2]1[CH:10]=[CH:9][C:8]([N:12]2[CH2:17][CH2:16][O:15][CH2:14][CH2:13]2)=[CH:7][C:3]=1[C:4]([NH2:6])=[O:5]. The yield is 0.150.